This data is from Reaction yield outcomes from USPTO patents with 853,638 reactions. The task is: Predict the reaction yield, written as a fraction of the theoretical maximum amount of product (1.0 means a 100% yield; for example, 0.34 means a 34% yield). (1) The reactants are Br[C:2]1[CH:3]=[C:4]2[C:10](I)=[CH:9][N:8](S(C3C=CC(C)=CC=3)(=O)=O)[C:5]2=[N:6][CH:7]=1.[CH2:22]([C:24]1[CH:29]=[CH:28][CH:27]=[CH:26][C:25]=1B(O)O)[CH3:23].C(=O)([O-])[O-].[Na+].[Na+].[N:39]1[CH:44]=[CH:43][CH:42]=[C:41](B2OC(C)(C)C(C)(C)O2)[CH:40]=1. The catalyst is O.CN(C=O)C.Cl[Pd-2](Cl)(P(C1C=CC=CC=1)(C1C=CC=CC=1)C1C=CC=CC=1)P(C1C=CC=CC=1)(C1C=CC=CC=1)C1C=CC=CC=1.C(#N)C. The product is [CH2:22]([C:24]1[CH:29]=[CH:28][CH:27]=[CH:26][C:25]=1[C:10]1[C:4]2[C:5](=[N:6][CH:7]=[C:2]([C:41]3[CH:40]=[N:39][CH:44]=[CH:43][CH:42]=3)[CH:3]=2)[NH:8][CH:9]=1)[CH3:23]. The yield is 0.610. (2) The reactants are [Cr](Cl)([O-])(=O)=O.[NH+]1[CH:11]=[CH:10][CH:9]=[CH:8][CH:7]=1.C(Cl)Cl. The catalyst is CCOCC. The product is [CH:7]1[C:11]2[C:11](=[CH:7][CH:8]=[CH:9][CH:10]=2)[CH:10]=[CH:9][CH:8]=1. The yield is 0.810. (3) The reactants are Br[C:2]1[CH:9]=[C:8]([N:10]2[C:18]3[CH2:17][C:16]([CH3:20])([CH3:19])[CH2:15][C:14](=[O:21])[C:13]=3[C:12]([CH2:22][CH3:23])=[N:11]2)[CH:7]=[CH:6][C:3]=1[C:4]#[N:5].[CH2:24]([O:31][C@H:32]1[CH2:36][CH2:35][CH2:34][C@@H:33]1[NH2:37])[C:25]1[CH:30]=[CH:29][CH:28]=[CH:27][CH:26]=1.CC(C)([O-])C.[Na+]. The catalyst is CC([O-])=O.CC([O-])=O.[Pd+2].C1(P(C2C=CC=CC=2)[C-]2C=CC=C2)C=CC=CC=1.[C-]1(P(C2C=CC=CC=2)C2C=CC=CC=2)C=CC=C1.[Fe+2].C1(C)C=CC=CC=1. The product is [CH2:24]([O:31][C@H:32]1[CH2:36][CH2:35][CH2:34][C@@H:33]1[NH:37][C:2]1[CH:9]=[C:8]([N:10]2[C:18]3[CH2:17][C:16]([CH3:20])([CH3:19])[CH2:15][C:14](=[O:21])[C:13]=3[C:12]([CH2:22][CH3:23])=[N:11]2)[CH:7]=[CH:6][C:3]=1[C:4]#[N:5])[C:25]1[CH:30]=[CH:29][CH:28]=[CH:27][CH:26]=1. The yield is 0.670.